Dataset: Reaction yield outcomes from USPTO patents with 853,638 reactions. Task: Predict the reaction yield, written as a fraction of the theoretical maximum amount of product (1.0 means a 100% yield; for example, 0.34 means a 34% yield). (1) The reactants are [H-].[Na+].[Cl:3][C:4]1[C:12]2[N:11]=[C:10]3[N:13]([C:17]4[CH:22]=[CH:21][C:20]([Cl:23])=[CH:19][C:18]=4[Cl:24])[CH2:14][CH2:15][CH2:16][N:9]3[C:8]=2[C:7]([C:25]([CH3:29])([CH3:28])[CH2:26][OH:27])=[CH:6][CH:5]=1.[CH3:30]I. The catalyst is CN(C)C=O.[Cl-].[NH4+]. The product is [Cl:3][C:4]1[C:12]2[N:11]=[C:10]3[N:13]([C:17]4[CH:22]=[CH:21][C:20]([Cl:23])=[CH:19][C:18]=4[Cl:24])[CH2:14][CH2:15][CH2:16][N:9]3[C:8]=2[C:7]([C:25]([CH3:29])([CH3:28])[CH2:26][O:27][CH3:30])=[CH:6][CH:5]=1. The yield is 0.770. (2) The reactants are [CH2:1]([O:8][C:9]([N:11]([CH3:24])[C@@H:12]([CH2:16][CH2:17][CH2:18][CH2:19][O:20]C(=O)C)[C:13]([OH:15])=[O:14])=[O:10])[C:2]1[CH:7]=[CH:6][CH:5]=[CH:4][CH:3]=1.[OH-].[Na+].Cl. No catalyst specified. The product is [CH2:1]([O:8][C:9]([N:11]([CH3:24])[C@@H:12]([CH2:16][CH2:17][CH2:18][CH2:19][OH:20])[C:13]([OH:15])=[O:14])=[O:10])[C:2]1[CH:3]=[CH:4][CH:5]=[CH:6][CH:7]=1. The yield is 0.830. (3) The reactants are [Cl:1][C:2]1[C:7]([NH:8][S:9]([CH2:12][CH2:13][CH3:14])(=[O:11])=[O:10])=[CH:6][CH:5]=[CH:4][C:3]=1[NH:15][C:16]([C:18]1[CH:19]=[CH:20][CH:21]=[C:22]2[C:27]=1[N:26]=[CH:25][N:24]=[C:23]2[NH:28]CC1C=CC(OC)=CC=1OC)=[O:17]. The catalyst is C(O)(C(F)(F)F)=O. The product is [Cl:1][C:2]1[C:7]([NH:8][S:9]([CH2:12][CH2:13][CH3:14])(=[O:10])=[O:11])=[CH:6][CH:5]=[CH:4][C:3]=1[NH:15][C:16]([C:18]1[CH:19]=[CH:20][CH:21]=[C:22]2[C:27]=1[N:26]=[CH:25][N:24]=[C:23]2[NH2:28])=[O:17]. The yield is 0.350. (4) The reactants are Cl[C:2]1[CH:7]=[C:6]([NH:8][C:9]2[CH:18]=[CH:17][CH:16]=[CH:15][C:10]=2[C:11]([NH:13][CH3:14])=[O:12])[C:5]([Cl:19])=[CH:4][N:3]=1.[CH3:20][N:21]1[C:25]([CH3:26])=[C:24]([NH2:27])[CH:23]=[N:22]1.C1C=CC(P(C2C(C3C(P(C4C=CC=CC=4)C4C=CC=CC=4)=CC=C4C=3C=CC=C4)=C3C(C=CC=C3)=CC=2)C2C=CC=CC=2)=CC=1.C(=O)([O-])[O-].[Cs+].[Cs+]. The catalyst is O1CCOCC1.C([O-])(=O)C.[Pd+2].C([O-])(=O)C. The product is [Cl:19][C:5]1[C:6]([NH:8][C:9]2[CH:18]=[CH:17][CH:16]=[CH:15][C:10]=2[C:11]([NH:13][CH3:14])=[O:12])=[CH:7][C:2]([NH:27][C:24]2[CH:23]=[N:22][N:21]([CH3:20])[C:25]=2[CH3:26])=[N:3][CH:4]=1. The yield is 0.114. (5) The reactants are C(OC([N:8]1[CH2:12][CH2:11][CH:10]([C:13]2[CH:18]=[CH:17][C:16]([NH:19][CH:20]([C:25]3[CH:30]=[CH:29][C:28]([Br:31])=[CH:27][N:26]=3)[C:21]([F:24])([F:23])[F:22])=[CH:15][CH:14]=2)[CH2:9]1)=O)(C)(C)C.Cl. The catalyst is C1COCC1.O1CCOCC1.C(OCC)(=O)C.C1COCC1. The product is [Br:31][C:28]1[CH:29]=[CH:30][C:25]([CH:20]([NH:19][C:16]2[CH:17]=[CH:18][C:13]([CH:10]3[CH2:11][CH2:12][NH:8][CH2:9]3)=[CH:14][CH:15]=2)[C:21]([F:22])([F:24])[F:23])=[N:26][CH:27]=1. The yield is 0.560. (6) The reactants are [N:1]1([C:6]2[CH:13]=[CH:12][C:9]([CH:10]=O)=[CH:8][CH:7]=2)[CH:5]=[N:4][CH:3]=[N:2]1.[C:14]([O-])([O-])=O.[K+].[K+]. The catalyst is O1CCOCC1.[Br-].C[P+](C1C=CC=CC=1)(C1C=CC=CC=1)C1C=CC=CC=1. The product is [CH:10]([C:9]1[CH:12]=[CH:13][C:6]([N:1]2[CH:5]=[N:4][CH:3]=[N:2]2)=[CH:7][CH:8]=1)=[CH2:14]. The yield is 0.630. (7) The reactants are C(OC([N:8]1[CH2:17][CH2:16][C:15]2[C:10](=[CH:11][CH:12]=[C:13]([C:18](=[O:37])[NH:19][C:20]3[NH:24][C:23]4[CH:25]=[CH:26][CH:27]=[C:28]([C:29](=[O:36])[NH:30][C:31]5[NH:32][CH:33]=[CH:34][N:35]=5)[C:22]=4[N:21]=3)[CH:14]=2)[CH2:9]1)=O)(C)(C)C. The catalyst is Cl.O1CCOCC1. The product is [NH:32]1[CH:33]=[CH:34][N:35]=[C:31]1[NH:30][C:29]([C:28]1[C:22]2[N:21]=[C:20]([NH:19][C:18]([C:13]3[CH:14]=[C:15]4[C:10](=[CH:11][CH:12]=3)[CH2:9][NH:8][CH2:17][CH2:16]4)=[O:37])[NH:24][C:23]=2[CH:25]=[CH:26][CH:27]=1)=[O:36]. The yield is 1.00. (8) The reactants are [Cl:1][C:2]1[CH:7]=[CH:6][C:5]([C:8]2([OH:22])[CH2:13][CH2:12][N:11]([C:14]3[N:19]=[C:18](Cl)[N:17]=[C:16]([Cl:21])[N:15]=3)[CH2:10][CH2:9]2)=[CH:4][CH:3]=1.[OH-:23].[Na+]. No catalyst specified. The product is [Cl:21][C:16]1[NH:17][C:18](=[O:23])[N:19]=[C:14]([N:11]2[CH2:12][CH2:13][C:8]([C:5]3[CH:6]=[CH:7][C:2]([Cl:1])=[CH:3][CH:4]=3)([OH:22])[CH2:9][CH2:10]2)[N:15]=1. The yield is 0.930. (9) The reactants are [N:1]1[CH:6]=[CH:5][CH:4]=[C:3]([NH2:7])[CH:2]=1.C(O[CH:11]=[C:12]([C:18]([O:20][CH2:21][CH3:22])=[O:19])[C:13]([O:15][CH2:16][CH3:17])=[O:14])C. No catalyst specified. The product is [N:1]1[CH:6]=[CH:5][CH:4]=[C:3]([NH:7][CH:11]=[C:12]([C:13]([O:15][CH2:16][CH3:17])=[O:14])[C:18]([O:20][CH2:21][CH3:22])=[O:19])[CH:2]=1. The yield is 0.953.